Dataset: M1 muscarinic receptor antagonist screen with 61,756 compounds. Task: Binary Classification. Given a drug SMILES string, predict its activity (active/inactive) in a high-throughput screening assay against a specified biological target. (1) The compound is S\1c2c(C(=O)C1=C/Nc1cccnc1)cccc2. The result is 0 (inactive). (2) The molecule is O=C(Nc1cc2[nH]c(nc2cc1)c1ncccc1)C. The result is 0 (inactive). (3) The molecule is S(=O)(=O)(/N=C(\N1CCN(CC1)C)c1ccccc1)c1ccc(F)cc1. The result is 0 (inactive). (4) The compound is O=C1N(C(\C(C1=O)=C(\O)c1ccccc1)c1cc(OC)c(OCCC)cc1)CCCN(C)C. The result is 0 (inactive). (5) The drug is O=C(N(CCC)CCC)C(NC(=O)c1ccccc1)CCC([O-])=O. The result is 0 (inactive). (6) The compound is Clc1ccc(c2nc(on2)CCCC(=O)Nc2cccnc2)cc1. The result is 1 (active).